Dataset: Peptide-MHC class I binding affinity with 185,985 pairs from IEDB/IMGT. Task: Regression. Given a peptide amino acid sequence and an MHC pseudo amino acid sequence, predict their binding affinity value. This is MHC class I binding data. (1) The peptide sequence is ILPDKIDGL. The MHC is HLA-A02:03 with pseudo-sequence HLA-A02:03. The binding affinity (normalized) is 0.886. (2) The peptide sequence is STFNMWREI. The MHC is HLA-A02:01 with pseudo-sequence HLA-A02:01. The binding affinity (normalized) is 0.201. (3) The peptide sequence is LVIRNEVNDT. The MHC is HLA-A02:03 with pseudo-sequence HLA-A02:03. The binding affinity (normalized) is 0.110. (4) The binding affinity (normalized) is 0.0412. The MHC is HLA-B15:03 with pseudo-sequence HLA-B15:03. The peptide sequence is AEQASQEVKNW. (5) The peptide sequence is MGMEQTMSV. The MHC is HLA-A66:01 with pseudo-sequence HLA-A66:01. The binding affinity (normalized) is 0.213. (6) The peptide sequence is SFNCGGEFF. The MHC is HLA-A11:01 with pseudo-sequence HLA-A11:01. The binding affinity (normalized) is 0. (7) The peptide sequence is ALMTLDDLA. The MHC is HLA-A11:01 with pseudo-sequence HLA-A11:01. The binding affinity (normalized) is 0.